Dataset: Catalyst prediction with 721,799 reactions and 888 catalyst types from USPTO. Task: Predict which catalyst facilitates the given reaction. (1) Reactant: [CH2:1]([O:5][CH2:6][CH2:7][O:8][C:9]1[CH:14]=[CH:13][C:12]([C:15]2[CH:16]=[CH:17][C:18]3[N:24]([CH2:25][CH:26]([CH3:28])[CH3:27])[CH2:23][CH2:22][C:21]([C:29]([NH:31][C:32]4[CH:37]=[CH:36][C:35]([S:38][CH2:39][C:40]5[N:44]([CH:45]([CH3:47])[CH3:46])[CH:43]=[N:42][CH:41]=5)=[CH:34][CH:33]=4)=[O:30])=[CH:20][C:19]=3[CH:48]=2)=[CH:11][CH:10]=1)[CH2:2][CH2:3][CH3:4].ClC1C=CC=C(C(OO)=[O:57])C=1.CSC.O. Product: [CH2:1]([O:5][CH2:6][CH2:7][O:8][C:9]1[CH:10]=[CH:11][C:12]([C:15]2[CH:16]=[CH:17][C:18]3[N:24]([CH2:25][CH:26]([CH3:27])[CH3:28])[CH2:23][CH2:22][C:21]([C:29]([NH:31][C:32]4[CH:33]=[CH:34][C:35]([S:38]([CH2:39][C:40]5[N:44]([CH:45]([CH3:47])[CH3:46])[CH:43]=[N:42][CH:41]=5)=[O:57])=[CH:36][CH:37]=4)=[O:30])=[CH:20][C:19]=3[CH:48]=2)=[CH:13][CH:14]=1)[CH2:2][CH2:3][CH3:4]. The catalyst class is: 4. (2) Reactant: [N:1]1[C:10]2[C:5](=[CH:6][CH:7]=[CH:8][CH:9]=2)[C:4]([CH2:11][CH2:12][N:13]2[CH2:18][CH2:17][CH:16]([NH:19]C(=O)OC(C)(C)C)[CH2:15][CH2:14]2)=[CH:3][CH:2]=1.C(Cl)(Cl)[Cl:28]. Product: [ClH:28].[ClH:28].[ClH:28].[N:1]1[C:10]2[C:5](=[CH:6][CH:7]=[CH:8][CH:9]=2)[C:4]([CH2:11][CH2:12][N:13]2[CH2:14][CH2:15][CH:16]([NH2:19])[CH2:17][CH2:18]2)=[CH:3][CH:2]=1. The catalyst class is: 89. (3) Reactant: [NH:1]1[C:5]2[CH:6]=[CH:7][CH:8]=[CH:9][C:4]=2[N:3]=[CH:2]1.C(OC(OC(C)C)OC(C)C)(C)C.C1(S(O)(=O)=O)C=CC=CC=1.C(NC(C)C)(C)C.CON(C)[C:43](=[O:63])[C:44]1[CH:49]=[CH:48][C:47]([O:50][C:51]2[C:56]([CH:57]3[CH2:62][CH2:61][S:60][CH2:59][CH2:58]3)=[N:55][CH:54]=[CH:53][N:52]=2)=[CH:46][CH:45]=1.[Li+].CC([N-]C(C)C)C. Product: [NH:1]1[C:5]2[CH:6]=[CH:7][CH:8]=[CH:9][C:4]=2[N:3]=[C:2]1[C:43]([C:44]1[CH:49]=[CH:48][C:47]([O:50][C:51]2[C:56]([CH:57]3[CH2:62][CH2:61][S:60][CH2:59][CH2:58]3)=[N:55][CH:54]=[CH:53][N:52]=2)=[CH:46][CH:45]=1)=[O:63]. The catalyst class is: 247. (4) Reactant: C(OC([N:8]1[CH2:13][CH2:12][CH:11]([C:14]2[S:15][CH:16]=[C:17]([C:19]([N:21]3[CH2:27][C:26]4([CH3:29])[CH2:28][CH:22]3[CH2:23][C:24]([CH3:31])([CH3:30])[CH2:25]4)=[O:20])[CH:18]=2)[CH2:10][CH2:9]1)=O)(C)(C)C.C(O)(C(F)(F)F)=O. Product: [NH:8]1[CH2:13][CH2:12][CH:11]([C:14]2[S:15][CH:16]=[C:17]([C:19]([N:21]3[CH2:27][C:26]4([CH3:29])[CH2:28][CH:22]3[CH2:23][C:24]([CH3:31])([CH3:30])[CH2:25]4)=[O:20])[CH:18]=2)[CH2:10][CH2:9]1. The catalyst class is: 2. (5) Reactant: ClS([N:5]=[C:6]=[O:7])(=O)=O.FC(F)(F)C(O)=O.[NH2:15][C:16]1[S:20][C:19]2[C:21]3[C:26]([CH2:27][C:18]=2[C:17]=1[C:28]([NH2:30])=[O:29])=[CH:25][CH:24]=[CH:23][CH:22]=3.O. Product: [NH:15]([C:16]1[S:20][C:19]2[C:21]3[C:26]([CH2:27][C:18]=2[C:17]=1[C:28]([NH2:30])=[O:29])=[CH:25][CH:24]=[CH:23][CH:22]=3)[C:6]([NH2:5])=[O:7]. The catalyst class is: 4.